This data is from Forward reaction prediction with 1.9M reactions from USPTO patents (1976-2016). The task is: Predict the product of the given reaction. Given the reactants [F:1][C:2]([F:12])([F:11])[C:3]1[CH:8]=[CH:7][CH:6]=[CH:5][C:4]=1[CH2:9][NH2:10].[Cl:13][C:14]1[CH:19]=[CH:18][CH:17]=[CH:16][C:15]=1[CH2:20][N:21]1[C:26](=[O:27])[C:25]([C:28]([NH:30][CH2:31][C:32]([O:34]CC)=[O:33])=[O:29])=[C:24]([OH:37])[C:23]([C:38](OC)=[O:39])=[C:22]1[OH:42], predict the reaction product. The product is: [Cl:13][C:14]1[CH:19]=[CH:18][CH:17]=[CH:16][C:15]=1[CH2:20][N:21]1[C:22]([OH:42])=[C:23]([C:38]([NH:10][CH2:9][C:4]2[CH:5]=[CH:6][CH:7]=[CH:8][C:3]=2[C:2]([F:11])([F:12])[F:1])=[O:39])[C:24]([OH:37])=[C:25]([C:28]([NH:30][CH2:31][C:32]([OH:34])=[O:33])=[O:29])[C:26]1=[O:27].